This data is from Full USPTO retrosynthesis dataset with 1.9M reactions from patents (1976-2016). The task is: Predict the reactants needed to synthesize the given product. (1) Given the product [C:14]([CH2:13][NH:1][C:2]1[CH:10]=[CH:9][C:8]([Cl:11])=[CH:7][C:3]=1[C:4]([OH:6])=[O:5])([OH:16])=[O:15], predict the reactants needed to synthesize it. The reactants are: [NH2:1][C:2]1[CH:10]=[CH:9][C:8]([Cl:11])=[CH:7][C:3]=1[C:4]([OH:6])=[O:5].Cl[CH2:13][C:14]([OH:16])=[O:15].CCOCC.Cl. (2) Given the product [NH2:24][C:23]1[C:9]([O:8][CH2:1][C:2]2[CH:7]=[CH:6][CH:5]=[CH:4][CH:3]=2)=[C:10]([C:20]([CH3:28])=[C:21]([F:27])[CH:22]=1)[C:11]([O:13][C:14]1[CH:15]=[CH:16][CH:17]=[CH:18][CH:19]=1)=[O:12], predict the reactants needed to synthesize it. The reactants are: [CH2:1]([O:8][C:9]1[C:23]([N+:24]([O-])=O)=[CH:22][C:21]([F:27])=[C:20]([CH3:28])[C:10]=1[C:11]([O:13][C:14]1[CH:19]=[CH:18][CH:17]=[CH:16][CH:15]=1)=[O:12])[C:2]1[CH:7]=[CH:6][CH:5]=[CH:4][CH:3]=1.[O-]S(S([O-])=O)=O.[Na+].[Na+].CCOC(C)=O.